Dataset: Full USPTO retrosynthesis dataset with 1.9M reactions from patents (1976-2016). Task: Predict the reactants needed to synthesize the given product. (1) Given the product [ClH:38].[CH2:1]([O:5][C:6]1[CH:11]=[CH:10][C:9]([S:12]([N:15]([CH2:26][C:27]2[CH:28]=[CH:29][C:30]([N:33]3[CH:37]=[N:36][CH:35]=[N:34]3)=[CH:31][CH:32]=2)[CH2:16][C:17]([NH:19][OH:20])=[O:18])(=[O:14])=[O:13])=[CH:8][CH:7]=1)[CH2:2][CH:3]=[CH2:4], predict the reactants needed to synthesize it. The reactants are: [CH2:1]([O:5][C:6]1[CH:11]=[CH:10][C:9]([S:12]([N:15]([CH2:26][C:27]2[CH:32]=[CH:31][C:30]([N:33]3[CH:37]=[N:36][CH:35]=[N:34]3)=[CH:29][CH:28]=2)[CH2:16][C:17]([NH:19][O:20]C(OC)(C)C)=[O:18])(=[O:14])=[O:13])=[CH:8][CH:7]=1)[CH2:2][CH:3]=[CH2:4].[ClH:38]. (2) Given the product [CH3:15][C:4]1[NH:12][C:7]2[C:6]([CH:5]=1)=[CH:11][CH:10]=[CH:9][CH:8]=2, predict the reactants needed to synthesize it. The reactants are: [N+]([C:4]([CH3:15])=[CH:5][C:6]1[CH:11]=[CH:10][CH:9]=[CH:8][C:7]=1[N+:12]([O-])=O)([O-])=O.[H][H]. (3) Given the product [C:20]([C:19]1[C:18]([I:23])=[N:17][N:11]2[C@H:12]3[CH2:16][O:15][CH2:14][C@H:13]3[N:8]([C:6]([O:5][C:1]([CH3:3])([CH3:4])[CH3:2])=[O:7])[CH2:9][C:10]=12)(=[O:22])[NH2:26], predict the reactants needed to synthesize it. The reactants are: [C:1]([O:5][C:6]([N:8]1[C@@H:13]2[CH2:14][O:15][CH2:16][C@@H:12]2[N:11]2[N:17]=[C:18]([I:23])[C:19]([C:20]([OH:22])=O)=[C:10]2[CH2:9]1)=[O:7])([CH3:4])([CH3:3])[CH3:2].CC[N:26](C(C)C)C(C)C.CN(C(ON1N=NC2C=CC=NC1=2)=[N+](C)C)C.F[P-](F)(F)(F)(F)F.[NH4+].[Cl-].